Task: Predict the reactants needed to synthesize the given product.. Dataset: Full USPTO retrosynthesis dataset with 1.9M reactions from patents (1976-2016) (1) Given the product [CH3:1][O:2][C:3]1[CH:8]=[CH:7][C:6]([NH:9][CH2:10][C:11]([N:16]([CH3:17])[CH3:15])=[O:13])=[CH:5][CH:4]=1, predict the reactants needed to synthesize it. The reactants are: [CH3:1][O:2][C:3]1[CH:8]=[CH:7][C:6]([NH:9][CH2:10][C:11]([OH:13])=O)=[CH:5][CH:4]=1.Cl.[CH3:15][NH:16][CH3:17].CCN(C(C)C)C(C)C.CN(C(ON1N=NC2C=CC=NC1=2)=[N+](C)C)C.F[P-](F)(F)(F)(F)F. (2) The reactants are: [CH3:1][NH2:2].[Br:3][C:4]1[CH:5]=[CH:6][C:7]([NH:10][CH2:11][C:12]([O:14]C)=O)=[N:8][CH:9]=1. Given the product [Br:3][C:4]1[CH:5]=[CH:6][C:7]([NH:10][CH2:11][C:12]([NH:2][CH3:1])=[O:14])=[N:8][CH:9]=1, predict the reactants needed to synthesize it. (3) Given the product [C:16]([N:3]1[C:4]2[C:9](=[CH:8][CH:7]=[CH:6][CH:5]=2)[CH:10]([N:12]([CH2:13][C:14]#[CH:15])[C:30](=[O:37])[CH3:32])[CH2:11][CH:2]1[CH3:1])(=[O:17])[C:18]1[CH:23]=[CH:22][CH:21]=[CH:20][CH:19]=1, predict the reactants needed to synthesize it. The reactants are: [CH3:1][CH:2]1[CH2:11][CH:10]([NH:12][CH2:13][C:14]#[CH:15])[C:9]2[C:4](=[CH:5][CH:6]=[CH:7][CH:8]=2)[N:3]1[C:16]([C:18]1[CH:23]=[CH:22][CH:21]=[CH:20][CH:19]=1)=[O:17].C(N([CH:30]([CH3:32])C)CC)(C)C.ClCCl.C(=O)([O-])[O-:37].[K+].[K+]. (4) Given the product [F:32][C:29]1[CH:30]=[CH:31][C:26]([CH2:25][N:14]2[CH2:13][C@@H:12]3[N:21]4[C:16](=[C:17]([OH:23])[C:18](=[O:22])[N:19]=[C:20]4[C@H:10]([N:9]([CH3:8])[C:43](=[O:44])[C:42]([N:36]([CH3:37])[CH3:35])=[O:47])[CH2:11]3)[C:15]2=[O:24])=[CH:27][CH:28]=1, predict the reactants needed to synthesize it. The reactants are: FC(F)(F)C(O)=O.[CH3:8][N:9](C)[C@H:10]1[C:20]2[N:21]3[C:16](=[C:17]([OH:23])[C:18](=[O:22])[N:19]=2)[C:15](=[O:24])[N:14]([CH2:25][C:26]2[CH:31]=[CH:30][C:29]([F:32])=[CH:28][CH:27]=2)[CH2:13][C@@H:12]3[CH2:11]1.C[CH2:35][N:36](CC)[CH2:37]C.Cl[C:42](=[O:47])[C:43](OC)=[O:44].